Dataset: Forward reaction prediction with 1.9M reactions from USPTO patents (1976-2016). Task: Predict the product of the given reaction. (1) Given the reactants [Br:1][C:2]1[CH:8]=[CH:7][C:5]([NH2:6])=[CH:4][CH:3]=1.[CH3:9][N:10]1[CH2:15][CH2:14][C:13](=O)[CH2:12][CH2:11]1.C(O)(=O)C.C(O[BH-](OC(=O)C)OC(=O)C)(=O)C.[Na+].[OH-].[Na+], predict the reaction product. The product is: [NH3:6].[Br:1][C:2]1[CH:8]=[CH:7][C:5]([NH:6][CH:13]2[CH2:14][CH2:15][N:10]([CH3:9])[CH2:11][CH2:12]2)=[CH:4][CH:3]=1. (2) Given the reactants [C:1]([O:5][C:6]([N:8]([CH2:21][C@@H:22]1[C@@H:26]([C:27]2[CH:32]=[CH:31][CH:30]=[CH:29][CH:28]=2)[CH2:25][N:24]([C:33]([N:35]2[CH2:40][CH2:39][CH:38]([C:41]([O:43]CC)=[O:42])[CH2:37][CH2:36]2)=[O:34])[CH2:23]1)[C@@H:9]([C:11]1[C:20]2[C:15](=[CH:16][CH:17]=[CH:18][CH:19]=2)[CH:14]=[CH:13][CH:12]=1)[CH3:10])=[O:7])([CH3:4])([CH3:3])[CH3:2].[OH-].[Na+], predict the reaction product. The product is: [C:1]([O:5][C:6]([N:8]([CH2:21][C@@H:22]1[C@@H:26]([C:27]2[CH:32]=[CH:31][CH:30]=[CH:29][CH:28]=2)[CH2:25][N:24]([C:33]([N:35]2[CH2:36][CH2:37][CH:38]([C:41]([OH:43])=[O:42])[CH2:39][CH2:40]2)=[O:34])[CH2:23]1)[C@@H:9]([C:11]1[C:20]2[C:15](=[CH:16][CH:17]=[CH:18][CH:19]=2)[CH:14]=[CH:13][CH:12]=1)[CH3:10])=[O:7])([CH3:2])([CH3:3])[CH3:4].